This data is from Reaction yield outcomes from USPTO patents with 853,638 reactions. The task is: Predict the reaction yield, written as a fraction of the theoretical maximum amount of product (1.0 means a 100% yield; for example, 0.34 means a 34% yield). (1) The reactants are [NH2:1][C:2]12[C:20](=[O:21])[C:19]3[C:14](=[CH:15][CH:16]=[CH:17][CH:18]=3)[C:3]1([OH:22])[O:4][C:5]1[C:10]2=[CH:9][CH:8]=[C:7]([CH:11]([CH3:13])[CH3:12])[CH:6]=1.C(N([CH2:28][CH3:29])CC)C.[C:30](Cl)(=[O:37])[CH2:31][CH2:32][CH2:33][CH2:34][CH2:35][CH3:36]. The catalyst is C(Cl)Cl. The product is [C:30]([NH:1][C:2]1([C:10]2[CH:9]=[CH:8][C:7]([CH:11]([CH3:12])[CH3:13])=[CH:6][C:5]=2[O:4][C:3](=[O:4])[CH2:2][CH2:10][CH2:9][CH2:8][CH2:28][CH3:29])[C:3](=[O:22])[C:14]2[C:19](=[CH:18][CH:17]=[CH:16][CH:15]=2)[C:20]1=[O:21])(=[O:37])[CH2:31][CH2:32][CH2:33][CH2:34][CH2:35][CH3:36]. The yield is 0.600. (2) The reactants are Cl.Cl.[CH3:3][C@H:4]1[C:12]2[C:11]([N:13]3[CH2:18][CH2:17][NH:16][CH2:15][CH2:14]3)=[N:10][CH:9]=[N:8][C:7]=2[C@@H:6]([OH:19])[CH2:5]1.CN(C(ON1N=NC2C=CC=NC1=2)=[N+](C)C)C.F[P-](F)(F)(F)(F)F.N1C(C)=CC(C)=CC=1C.[C:53]([O:57][C:58]([N:60]1[C:64]([CH3:66])([CH3:65])[CH2:63][CH2:62][C@H:61]1[C@H:67]([C:71]1[CH:76]=[CH:75][C:74]([Cl:77])=[CH:73][C:72]=1[F:78])[C:68](O)=[O:69])=[O:59])([CH3:56])([CH3:55])[CH3:54]. The yield is 0.595. The product is [Cl:77][C:74]1[CH:75]=[CH:76][C:71]([C@@H:67]([C@H:61]2[N:60]([C:58]([O:57][C:53]([CH3:55])([CH3:54])[CH3:56])=[O:59])[C:64]([CH3:66])([CH3:65])[CH2:63][CH2:62]2)[C:68]([N:16]2[CH2:15][CH2:14][N:13]([C:11]3[C:12]4[C@H:4]([CH3:3])[CH2:5][C@@H:6]([OH:19])[C:7]=4[N:8]=[CH:9][N:10]=3)[CH2:18][CH2:17]2)=[O:69])=[C:72]([F:78])[CH:73]=1. The catalyst is C(Cl)Cl.